From a dataset of Retrosynthesis with 50K atom-mapped reactions and 10 reaction types from USPTO. Predict the reactants needed to synthesize the given product. (1) The reactants are: CC(C)(C)[C@H](N)CO.O=C(O)c1nn(-c2cnccn2)c2c1C[C@H]1C[C@@H]21. Given the product CC(C)(C)[C@@H](CO)NC(=O)c1nn(-c2cnccn2)c2c1C[C@H]1C[C@@H]21, predict the reactants needed to synthesize it. (2) The reactants are: CCN(CC)c1cc(F)c(N)cc1F.S=C(Cl)Cl. Given the product CCN(CC)c1cc(F)c(N=C=S)cc1F, predict the reactants needed to synthesize it. (3) The reactants are: Nc1ccc(-n2ccccc2=O)cc1.O=C(N[C@@H]1CCN(C(=O)CBr)C1)c1ccc(Cl)s1. Given the product O=C(N[C@@H]1CCN(C(=O)CNc2ccc(-n3ccccc3=O)cc2)C1)c1ccc(Cl)s1, predict the reactants needed to synthesize it. (4) Given the product O=C(c1cc2ccccc2c(-c2ccccc2Cl)n1)N1CCCCC1, predict the reactants needed to synthesize it. The reactants are: C1CCNCC1.O=C(O)c1cc2ccccc2c(-c2ccccc2Cl)n1. (5) Given the product CSc1nc(NCCC(C)C)c2ccnc-2[nH]1, predict the reactants needed to synthesize it. The reactants are: CC(C)CCN.CSc1nc(Cl)c2ccnc-2[nH]1. (6) Given the product Cc1ccc(S(=O)(=O)OCCCNc2ccc(C#N)cc2)cc1, predict the reactants needed to synthesize it. The reactants are: Cc1ccc(S(=O)(=O)Cl)cc1.N#Cc1ccc(NCCCO)cc1.